Predict the reactants needed to synthesize the given product. From a dataset of Full USPTO retrosynthesis dataset with 1.9M reactions from patents (1976-2016). (1) The reactants are: [CH3:1][O:2][C:3]1[CH:4]=[C:5]([CH2:9][CH2:10][C:11]2[CH:12]=[C:13]([NH2:20])[N:14](C(C)(C)C)[N:15]=2)[CH:6]=[CH:7][CH:8]=1.[C:21]([NH:29][C:30]1[CH:39]=[CH:38][C:33]([C:34](OC)=[O:35])=[CH:32][CH:31]=1)(=[O:28])[C:22]1[CH:27]=[CH:26][CH:25]=[CH:24][CH:23]=1.C[Al](C)C. Given the product [C:21]([NH:29][C:30]1[CH:31]=[CH:32][C:33]([C:34]([NH:20][C:13]2[NH:14][N:15]=[C:11]([CH2:10][CH2:9][C:5]3[CH:6]=[CH:7][CH:8]=[C:3]([O:2][CH3:1])[CH:4]=3)[CH:12]=2)=[O:35])=[CH:38][CH:39]=1)(=[O:28])[C:22]1[CH:23]=[CH:24][CH:25]=[CH:26][CH:27]=1, predict the reactants needed to synthesize it. (2) Given the product [C:8]([C:7]1[CH:10]=[CH:11][CH:12]=[CH:13][C:6]=1[O:5][C:4]1[CH:14]=[C:15]([CH:18]2[CH2:19][N:20]([C:36]3[CH:35]=[C:34]([CH:39]=[CH:38][N:37]=3)[C:32]([N:31]([CH2:41][C:42]3[CH:47]=[CH:46][C:45]([O:48][CH3:49])=[CH:44][CH:43]=3)[CH2:30][C:29]3[CH:28]=[CH:27][C:26]([O:25][CH3:24])=[CH:51][CH:50]=3)=[O:33])[C:21](=[O:23])[CH2:22]2)[CH:16]=[CH:17][C:3]=1[O:2][CH3:1])#[N:9], predict the reactants needed to synthesize it. The reactants are: [CH3:1][O:2][C:3]1[CH:17]=[CH:16][C:15]([CH:18]2[CH2:22][C:21](=[O:23])[NH:20][CH2:19]2)=[CH:14][C:4]=1[O:5][C:6]1[CH:13]=[CH:12][CH:11]=[CH:10][C:7]=1[C:8]#[N:9].[CH3:24][O:25][C:26]1[CH:51]=[CH:50][C:29]([CH2:30][N:31]([CH2:41][C:42]2[CH:47]=[CH:46][C:45]([O:48][CH3:49])=[CH:44][CH:43]=2)[C:32]([C:34]2[CH:39]=[CH:38][N:37]=[C:36](Cl)[CH:35]=2)=[O:33])=[CH:28][CH:27]=1. (3) Given the product [OH:1][C:2]1[N:9]=[CH:8][C:7]([C:10]([F:13])([F:12])[F:11])=[CH:6][C:3]=1[C:4]#[N:19], predict the reactants needed to synthesize it. The reactants are: [OH:1][C:2]1[N:9]=[CH:8][C:7]([C:10]([F:13])([F:12])[F:11])=[CH:6][C:3]=1[CH:4]=O.C([O-])=O.[Na+].Cl.[NH2:19]O. (4) Given the product [Br:12][C:13]1[C:18]([Cl:19])=[N:17][CH:16]=[C:15]([S:20]([CH3:25])(=[O:22])=[O:21])[CH:14]=1, predict the reactants needed to synthesize it. The reactants are: S([O-])([O-])=O.[Na+].[Na+].C(=O)(O)[O-].[Na+].[Br:12][C:13]1[CH:14]=[C:15]([S:20](Cl)(=[O:22])=[O:21])[CH:16]=[N:17][C:18]=1[Cl:19].Cl[CH2:25]C(O)=O.[OH-].[Na+]. (5) Given the product [F:13][C:14]([F:26])([F:27])[O:15][C:16]1[CH:17]=[C:18]([CH2:22][CH2:23][CH2:24][N:25]2[CH2:10][C:5]3[C:4](=[CH:9][CH:8]=[CH:7][CH:6]=3)[C:3]2=[O:12])[CH:19]=[CH:20][CH:21]=1, predict the reactants needed to synthesize it. The reactants are: CO[C:3](=[O:12])[C:4]1[CH:9]=[CH:8][CH:7]=[CH:6][C:5]=1[CH2:10]Br.[F:13][C:14]([F:27])([F:26])[O:15][C:16]1[CH:17]=[C:18]([CH2:22][CH2:23][CH2:24][NH2:25])[CH:19]=[CH:20][CH:21]=1.C([O-])([O-])=O.[K+].[K+].C(OCC)(=O)C. (6) Given the product [CH3:1][O:2][C:3](=[O:22])[CH:4]([NH:14][C:15]([O:17][C:18]([CH3:21])([CH3:20])[CH3:19])=[O:16])[CH2:5][S:6][C:7]1[CH:12]=[CH:11][C:10]([C:39]2[CH:40]=[CH:41][C:36]([C:26]3[C:27]4[O:28][C:29]5[CH:35]=[CH:34][CH:33]=[CH:32][C:30]=5[C:31]=4[CH:23]=[CH:24][CH:25]=3)=[CH:37][CH:38]=2)=[CH:9][CH:8]=1, predict the reactants needed to synthesize it. The reactants are: [CH3:1][O:2][C:3](=[O:22])[CH:4]([NH:14][C:15]([O:17][C:18]([CH3:21])([CH3:20])[CH3:19])=[O:16])[CH2:5][S:6][C:7]1[CH:12]=[CH:11][C:10](Br)=[CH:9][CH:8]=1.[CH:23]1[C:31]2[C:30]3[CH:32]=[CH:33][CH:34]=[CH:35][C:29]=3[O:28][C:27]=2[C:26]([C:36]2[CH:41]=[CH:40][C:39](B(O)O)=[CH:38][CH:37]=2)=[CH:25][CH:24]=1.C([O-])([O-])=O.[K+].[K+]. (7) Given the product [CH2:24]([O:23][N:22]=[C:8]([C:5]1[CH:6]=[CH:7][C:2]([F:1])=[CH:3][CH:4]=1)[CH2:9][CH2:10][N:11]1[CH2:16][CH2:15][CH2:14][CH:13]([C:17]2[S:18][CH:19]=[CH:20][N:21]=2)[CH2:12]1)[CH3:25], predict the reactants needed to synthesize it. The reactants are: [F:1][C:2]1[CH:7]=[CH:6][C:5]([C:8](=[N:22][OH:23])[CH2:9][CH2:10][N:11]2[CH2:16][CH2:15][CH2:14][CH:13]([C:17]3[S:18][CH:19]=[CH:20][N:21]=3)[CH2:12]2)=[CH:4][CH:3]=1.[CH3:24][C:25](C)([O-])C.[K+].C(I)C. (8) Given the product [CH3:1][O:2][C:3]([C:5]1[CH:14]=[C:13]2[C:8]([CH:9]=[CH:10][C:11]([C:15]([F:17])([F:18])[F:16])=[N:12]2)=[CH:7][C:6]=1[N+:27]([O-:29])=[O:28])=[O:4], predict the reactants needed to synthesize it. The reactants are: [CH3:1][O:2][C:3]([C:5]1[CH:14]=[C:13]2[C:8]([CH:9]=[CH:10][C:11]([C:15]([F:18])([F:17])[F:16])=[N:12]2)=[C:7](OS(C(F)(F)F)(=O)=O)[C:6]=1[N+:27]([O-:29])=[O:28])=[O:4].C([SiH](CC)CC)C. (9) Given the product [CH2:34]([N:33]([CH2:32][C:11]([CH2:12][NH:13][C:14]1[CH:22]=[C:21]([CH3:23])[CH:20]=[C:19]2[C:15]=1[CH:16]=[N:17][N:18]2[C:24]1[CH:25]=[CH:26][C:27]([F:30])=[CH:28][CH:29]=1)([OH:31])[C:10]([F:9])([F:37])[F:38])[C:6]([C:3]1[CH:4]=[CH:5][S:1][CH:2]=1)=[O:8])[CH2:35][CH3:36], predict the reactants needed to synthesize it. The reactants are: [S:1]1[CH:5]=[CH:4][C:3]([C:6]([OH:8])=O)=[CH:2]1.[F:9][C:10]([F:38])([F:37])[C:11]([CH2:32][NH:33][CH2:34][CH2:35][CH3:36])([OH:31])[CH2:12][NH:13][C:14]1[CH:22]=[C:21]([CH3:23])[CH:20]=[C:19]2[C:15]=1[CH:16]=[N:17][N:18]2[C:24]1[CH:29]=[CH:28][C:27]([F:30])=[CH:26][CH:25]=1.